Dataset: Forward reaction prediction with 1.9M reactions from USPTO patents (1976-2016). Task: Predict the product of the given reaction. (1) Given the reactants CN(C)[C:3]([C:5]1[CH:9]=[CH:8][S:7][CH:6]=1)=[O:4].C(N(CC)[C:14]([C:16]1[CH:20]=[CH:19][S:18][CH:17]=1)=[O:15])C, predict the reaction product. The product is: [S:18]1[CH:19]=[CH:20][C:16]2[C:14](=[O:15])[C:6]3[S:7][CH:8]=[CH:9][C:5]=3[C:3](=[O:4])[C:17]1=2. (2) Given the reactants C([NH:8][C@@H:9]1[CH2:14][CH2:13][C@H:12]([CH2:15][NH:16][C:17]2[N+:18]([O-])=[CH:19][C:20]([CH3:26])=[C:21]([N:23]([CH3:25])[CH3:24])[CH:22]=2)[CH2:11][CH2:10]1)C1C=CC=CC=1.C1CCCCC=1, predict the reaction product. The product is: [NH2:8][C@@H:9]1[CH2:14][CH2:13][C@H:12]([CH2:15][NH:16][C:17]2[CH:22]=[C:21]([N:23]([CH3:25])[CH3:24])[C:20]([CH3:26])=[CH:19][N:18]=2)[CH2:11][CH2:10]1. (3) The product is: [CH2:19]([O:26][C@@H:27]1[C@@H:32]([O:33][CH2:34][C:35]2[CH:36]=[CH:37][CH:38]=[CH:39][CH:40]=2)[C@H:31]([O:41][CH2:42][C:43]2[CH:48]=[CH:47][CH:46]=[CH:45][CH:44]=2)[C@@H:30]([CH2:49][O:50][CH2:51][C:52]2[CH:53]=[CH:54][CH:55]=[CH:56][CH:57]=2)[O:29][C@H:28]1[C:58]1[CH:59]=[C:60]([CH2:65][OH:66])[CH:61]=[C:62]([F:64])[CH:63]=1)[C:20]1[CH:21]=[CH:22][CH:23]=[CH:24][CH:25]=1. Given the reactants [F-].C([N+](CCCC)(CCCC)CCCC)CCC.[CH2:19]([O:26][C@@H:27]1[C@@H:32]([O:33][CH2:34][C:35]2[CH:40]=[CH:39][CH:38]=[CH:37][CH:36]=2)[C@H:31]([O:41][CH2:42][C:43]2[CH:48]=[CH:47][CH:46]=[CH:45][CH:44]=2)[C@@H:30]([CH2:49][O:50][CH2:51][C:52]2[CH:57]=[CH:56][CH:55]=[CH:54][CH:53]=2)[O:29][C@H:28]1[C:58]1[CH:63]=[C:62]([F:64])[CH:61]=[C:60]([CH2:65][O:66][Si](C(C)(C)C)(C2C=CC=CC=2)C2C=CC=CC=2)[CH:59]=1)[C:20]1[CH:25]=[CH:24][CH:23]=[CH:22][CH:21]=1, predict the reaction product. (4) Given the reactants [NH:1]1[CH:5]=[C:4]([C:6]2[S:10][CH:9]=[C:8]([C:11]([OH:13])=O)[CH:7]=2)[CH:3]=[N:2]1.[C:14]1([C:20]2([OH:26])[CH2:25][CH2:24][NH:23][CH2:22][CH2:21]2)[CH:19]=[CH:18][CH:17]=[CH:16][CH:15]=1.CN(C(ON1N=NC2C=CC=NC1=2)=[N+](C)C)C.F[P-](F)(F)(F)(F)F.C(N(C(C)C)CC)(C)C, predict the reaction product. The product is: [OH:26][C:20]1([C:14]2[CH:19]=[CH:18][CH:17]=[CH:16][CH:15]=2)[CH2:25][CH2:24][N:23]([C:11]([C:8]2[CH:7]=[C:6]([C:4]3[CH:5]=[N:1][NH:2][CH:3]=3)[S:10][CH:9]=2)=[O:13])[CH2:22][CH2:21]1. (5) Given the reactants [O:1]1[CH2:3][C@@H:2]1[CH2:4][O:5][C:6]1[CH:13]=[CH:12][C:11]([C:14]([F:17])([F:16])[F:15])=[CH:10][C:7]=1C=O.C1C=C(Cl)C=C(C(OO)=[O:26])C=1.C([O-])(O)=O.[Na+], predict the reaction product. The product is: [F:17][C:14]([F:15])([F:16])[C:11]1[CH:12]=[CH:13][C:6]2[O:5][CH2:4][C@H:2]([CH2:3][OH:1])[O:26][C:7]=2[CH:10]=1. (6) Given the reactants [NH2:1][C:2]1[CH:3]=[C:4]([CH:8]=[CH:9][CH:10]=1)[C:5]([NH2:7])=[O:6].C(N(CC)CC)C.[Br:18][C:19]1[CH:27]=[CH:26][CH:25]=[CH:24][C:20]=1[C:21](Cl)=[O:22], predict the reaction product. The product is: [Br:18][C:19]1[CH:27]=[CH:26][CH:25]=[CH:24][C:20]=1[C:21]([NH:1][C:2]1[CH:10]=[CH:9][CH:8]=[C:4]([C:5](=[O:6])[NH2:7])[CH:3]=1)=[O:22]. (7) Given the reactants [C:1]([C:5]1[CH:28]=[CH:27][CH:26]=[CH:25][C:6]=1[O:7][CH2:8][CH2:9][N:10]([CH3:24])[C:11](=[O:23])[NH:12][C:13]1[CH:22]=[CH:21][CH:20]=[CH:19][C:14]=1[C:15]([O:17]C)=[O:16])([CH3:4])([CH3:3])[CH3:2].O[Li].O.Cl, predict the reaction product. The product is: [C:1]([C:5]1[CH:28]=[CH:27][CH:26]=[CH:25][C:6]=1[O:7][CH2:8][CH2:9][N:10]([CH3:24])[C:11](=[O:23])[NH:12][C:13]1[CH:22]=[CH:21][CH:20]=[CH:19][C:14]=1[C:15]([OH:17])=[O:16])([CH3:4])([CH3:2])[CH3:3]. (8) The product is: [NH2:1][C:4]1[CH:17]=[CH:16][C:7]([C:8]([NH:10][C:11]2[S:12][CH:13]=[CH:14][N:15]=2)=[O:9])=[CH:6][C:5]=1[CH3:18]. Given the reactants [N+:1]([C:4]1[CH:17]=[CH:16][C:7]([C:8]([NH:10][C:11]2[S:12][CH:13]=[CH:14][N:15]=2)=[O:9])=[CH:6][C:5]=1[CH3:18])([O-])=O.CCO.C(OCC)(=O)C, predict the reaction product.